Dataset: Forward reaction prediction with 1.9M reactions from USPTO patents (1976-2016). Task: Predict the product of the given reaction. Given the reactants [Br:1][C:2]1[CH:7]=[CH:6][C:5]([NH:8][C:9]2[CH:10]=[CH:11][C:12](C#N)=[N:13][CH:14]=2)=[C:4]([C:17]([F:20])([F:19])[F:18])[CH:3]=1.C[Mg]Br.Cl.C([O:27][CH2:28][CH3:29])C, predict the reaction product. The product is: [Br:1][C:2]1[CH:7]=[CH:6][C:5]([NH:8][C:9]2[CH:10]=[CH:11][C:12]([C:28](=[O:27])[CH3:29])=[N:13][CH:14]=2)=[C:4]([C:17]([F:20])([F:18])[F:19])[CH:3]=1.